Dataset: Catalyst prediction with 721,799 reactions and 888 catalyst types from USPTO. Task: Predict which catalyst facilitates the given reaction. Reactant: [CH3:1][Mg]Br.[CH:4]([N:17]1[CH2:20][C:19](=[O:21])[CH2:18]1)([C:11]1[CH:16]=[CH:15][CH:14]=[CH:13][CH:12]=1)[C:5]1[CH:10]=[CH:9][CH:8]=[CH:7][CH:6]=1. Product: [CH:4]([N:17]1[CH2:20][C:19]([CH3:1])([OH:21])[CH2:18]1)([C:11]1[CH:16]=[CH:15][CH:14]=[CH:13][CH:12]=1)[C:5]1[CH:6]=[CH:7][CH:8]=[CH:9][CH:10]=1. The catalyst class is: 1.